Dataset: Reaction yield outcomes from USPTO patents with 853,638 reactions. Task: Predict the reaction yield, written as a fraction of the theoretical maximum amount of product (1.0 means a 100% yield; for example, 0.34 means a 34% yield). (1) The reactants are [OH-].[K+].[Cl:3][C:4]1[CH:5]=[C:6]([N:21]2[CH:25]=[N:24][C:23]([C:26]([O:28]CC)=[O:27])=[N:22]2)[CH:7]=[C:8]([Cl:20])[C:9]=1[O:10][CH2:11][C:12]1[CH:17]=[CH:16][C:15]([O:18][CH3:19])=[CH:14][CH:13]=1.Cl. The catalyst is O.C(O)C. The product is [Cl:20][C:8]1[CH:7]=[C:6]([N:21]2[CH:25]=[N:24][C:23]([C:26]([OH:28])=[O:27])=[N:22]2)[CH:5]=[C:4]([Cl:3])[C:9]=1[O:10][CH2:11][C:12]1[CH:17]=[CH:16][C:15]([O:18][CH3:19])=[CH:14][CH:13]=1. The yield is 0.950. (2) The reactants are [CH3:1][O:2][C:3]1[CH:8]=[CH:7][C:6]([C:9]2[O:10][C:11]3[C:17]([C:18]([OH:20])=O)=[CH:16][CH:15]=[CH:14][C:12]=3[N:13]=2)=[CH:5][CH:4]=1.Cl.Cl.[NH2:23][CH:24]1[CH2:31][CH:30]2[N:32]([CH3:33])[CH:26]([CH2:27][CH2:28][CH2:29]2)[CH2:25]1. No catalyst specified. The product is [CH3:33][N:32]1[CH:26]2[CH2:27][CH2:28][CH2:29][CH:30]1[CH2:31][CH:24]([NH:23][C:18]([C:17]1[C:11]3[O:10][C:9]([C:6]4[CH:5]=[CH:4][C:3]([O:2][CH3:1])=[CH:8][CH:7]=4)=[N:13][C:12]=3[CH:14]=[CH:15][CH:16]=1)=[O:20])[CH2:25]2. The yield is 0.360. (3) The reactants are [OH:1][C:2]1[C:3]([CH2:15][CH:16]=[C:17]([CH3:20])[CH2:18][OH:19])=[C:4]([O:13][CH3:14])[C:5]([CH3:12])=[C:6]2[C:10]=1[C:9](=[O:11])[O:8][CH2:7]2.Br[CH2:22][P:23](=[O:32])([O:28][CH:29]([CH3:31])[CH3:30])[O:24][CH:25]([CH3:27])[CH3:26].CC(C)([O-])C.[Li+]. The catalyst is CN(C=O)C. The product is [CH:29]([O:28][P:23]([CH2:22][O:19][CH2:18][C:17]([CH3:20])=[CH:16][CH2:15][C:3]1[C:2]([OH:1])=[C:10]2[C:6](=[C:5]([CH3:12])[C:4]=1[O:13][CH3:14])[CH2:7][O:8][C:9]2=[O:11])(=[O:32])[O:24][CH:25]([CH3:27])[CH3:26])([CH3:31])[CH3:30]. The yield is 0.320. (4) The reactants are [CH3:1][C:2]1[CH:10]=[C:9]2[C:5]([CH2:6][CH2:7][NH:8]2)=[CH:4][CH:3]=1.O=[CH:12][C:13]1[CH:21]=[CH:20][C:17]([O:18][CH3:19])=[C:15]([OH:16])[CH:14]=1.C(O[BH-](OC(=O)C)OC(=O)C)(=O)C.[Na+]. The catalyst is ClCCl. The product is [CH3:19][O:18][C:17]1[CH:20]=[CH:21][C:13]([CH2:12][N:8]2[C:9]3[C:5](=[CH:4][CH:3]=[C:2]([CH3:1])[CH:10]=3)[CH2:6][CH2:7]2)=[CH:14][C:15]=1[OH:16]. The yield is 0.830. (5) The reactants are C([O:3][C:4]([C:6]1[C:10]([Br:11])=[C:9]([C:12]2[Se:13][C:14]([Br:17])=[CH:15][CH:16]=2)[N:8]([C:18]2[CH:23]=[CH:22][C:21]([Cl:24])=[CH:20][C:19]=2[Cl:25])[N:7]=1)=[O:5])C.[OH-].[K+].O.Cl. The catalyst is CO. The product is [Br:11][C:10]1[C:6]([C:4]([OH:5])=[O:3])=[N:7][N:8]([C:18]2[CH:23]=[CH:22][C:21]([Cl:24])=[CH:20][C:19]=2[Cl:25])[C:9]=1[C:12]1[Se:13][C:14]([Br:17])=[CH:15][CH:16]=1. The yield is 0.950. (6) The reactants are [N:1]1[C:10]2[C:5](=[CH:6][C:7]([OH:11])=[CH:8][CH:9]=2)[CH:4]=[CH:3][CH:2]=1.N1C=CC=CC=1.[C:18](Cl)(=[O:20])[CH3:19]. The catalyst is C(Cl)Cl. The product is [C:18]([O:11][C:7]1[CH:6]=[C:5]2[C:10](=[CH:9][CH:8]=1)[N:1]=[CH:2][CH:3]=[CH:4]2)(=[O:20])[CH3:19]. The yield is 0.689. (7) The reactants are [C:1]([C:3]1[CH:8]=[CH:7][C:6]([C:9]#[C:10][C:11](OCC)=[O:12])=[CH:5][CH:4]=1)#[N:2].CC(C[AlH]CC(C)C)C. The catalyst is ClCCl.C1(C)C=CC=CC=1. The product is [O:12]=[CH:11][C:10]#[C:9][C:6]1[CH:5]=[CH:4][C:3]([C:1]#[N:2])=[CH:8][CH:7]=1. The yield is 0.370.